This data is from Peptide-MHC class I binding affinity with 185,985 pairs from IEDB/IMGT. The task is: Regression. Given a peptide amino acid sequence and an MHC pseudo amino acid sequence, predict their binding affinity value. This is MHC class I binding data. (1) The peptide sequence is NILIVLYYL. The MHC is HLA-A02:03 with pseudo-sequence HLA-A02:03. The binding affinity (normalized) is 0.161. (2) The peptide sequence is YLMPYSVYI. The MHC is HLA-A02:06 with pseudo-sequence HLA-A02:06. The binding affinity (normalized) is 1.00. (3) The peptide sequence is KNDAVYIGY. The MHC is HLA-B08:01 with pseudo-sequence HLA-B08:01. The binding affinity (normalized) is 0.0847. (4) The peptide sequence is GLFWGGIWY. The MHC is HLA-A02:03 with pseudo-sequence HLA-A02:03. The binding affinity (normalized) is 0.0847. (5) The peptide sequence is GLILFVLAL. The MHC is HLA-A02:02 with pseudo-sequence HLA-A02:02. The binding affinity (normalized) is 0.551. (6) The peptide sequence is IPLASLTPK. The MHC is HLA-A11:01 with pseudo-sequence HLA-A11:01. The binding affinity (normalized) is 0.186. (7) The peptide sequence is LEHGGCVTTM. The MHC is HLA-B40:01 with pseudo-sequence HLA-B40:01. The binding affinity (normalized) is 0.793.